Dataset: Forward reaction prediction with 1.9M reactions from USPTO patents (1976-2016). Task: Predict the product of the given reaction. (1) Given the reactants C(OC(=O)[NH:7][C:8]([CH3:37])([CH2:34][CH2:35][CH3:36])[CH2:9][NH:10][C:11]([C:13]1[C:14]([CH3:33])=[N:15][N:16]2[C:21]([O:22][CH2:23][C:24]3[CH:29]=[CH:28][CH:27]=[C:26]([F:30])[C:25]=3[F:31])=[CH:20][C:19]([CH3:32])=[CH:18][C:17]=12)=[O:12])(C)(C)C.FC(F)(F)C(O)=O, predict the reaction product. The product is: [NH2:7][C:8]([CH3:37])([CH2:34][CH2:35][CH3:36])[CH2:9][NH:10][C:11]([C:13]1[C:14]([CH3:33])=[N:15][N:16]2[C:21]([O:22][CH2:23][C:24]3[CH:29]=[CH:28][CH:27]=[C:26]([F:30])[C:25]=3[F:31])=[CH:20][C:19]([CH3:32])=[CH:18][C:17]=12)=[O:12]. (2) Given the reactants [CH3:1][CH:2]1[C:11]2[CH2:10][O:9][B:8]3[O:12][CH:13]([CH2:15][NH:16]C(=O)OC(C)(C)C)[CH:14]=[C:6]([C:7]=23)[CH:5]=[CH:4][O:3]1.[ClH:24], predict the reaction product. The product is: [ClH:24].[CH3:1][CH:2]1[C:11]2[CH2:10][O:9][B:8]3[O:12][CH:13]([CH2:15][NH2:16])[CH:14]=[C:6]([C:7]=23)[CH:5]=[CH:4][O:3]1.